Dataset: Forward reaction prediction with 1.9M reactions from USPTO patents (1976-2016). Task: Predict the product of the given reaction. (1) The product is: [CH2:1]([O:3][C:4]([C:6]1([C:9]2[CH:10]=[CH:11][C:12]([C:15]3[CH:20]=[CH:19][C:18]([C:21]4[O:25][N:24]=[C:23]([CH3:26])[C:22]=4[NH:27][C:29]4[CH:30]=[N:31][CH:32]=[C:33]([C:35]5[CH:40]=[CH:39][CH:38]=[CH:37][C:36]=5[Cl:41])[CH:34]=4)=[CH:17][CH:16]=3)=[CH:13][CH:14]=2)[CH2:8][CH2:7]1)=[O:5])[CH3:2]. Given the reactants [CH2:1]([O:3][C:4]([C:6]1([C:9]2[CH:14]=[CH:13][C:12]([C:15]3[CH:20]=[CH:19][C:18]([C:21]4[O:25][N:24]=[C:23]([CH3:26])[C:22]=4[NH2:27])=[CH:17][CH:16]=3)=[CH:11][CH:10]=2)[CH2:8][CH2:7]1)=[O:5])[CH3:2].Br[C:29]1[CH:30]=[N:31][CH:32]=[C:33]([C:35]2[CH:40]=[CH:39][CH:38]=[CH:37][C:36]=2[Cl:41])[CH:34]=1, predict the reaction product. (2) Given the reactants Cl[C:2]1[CH:3]=[CH:4][C:5]([O:21][C@@H:22]([CH3:26])[C:23]([OH:25])=[O:24])=[C:6]([C:8]2[CH:13]=[CH:12][C:11]([C:14]([NH:16][CH:17]([CH3:19])[CH3:18])=[O:15])=[C:10]([F:20])[CH:9]=2)[CH:7]=1.B(C1C=C([C:42]([F:45])([F:44])[F:43])C=CC=1O[C@@H](C)C(O)=O)(O)O, predict the reaction product. The product is: [F:20][C:10]1[CH:9]=[C:8]([C:6]2[CH:7]=[C:2]([C:42]([F:45])([F:44])[F:43])[CH:3]=[CH:4][C:5]=2[O:21][C@@H:22]([CH3:26])[C:23]([OH:25])=[O:24])[CH:13]=[CH:12][C:11]=1[C:14]([NH:16][CH:17]([CH3:19])[CH3:18])=[O:15]. (3) Given the reactants [NH2:1][C@:2]12[CH2:37][CH2:36][C@@H:35]([C:38]([CH3:40])=[CH2:39])[C@@H:3]1[C@@H:4]1[C@@:17]([CH3:20])([CH2:18][CH2:19]2)[C@@:16]2([CH3:21])[C@@H:7]([C@:8]3([CH3:34])[C@@H:13]([CH2:14][CH2:15]2)[C:12]([CH3:23])([CH3:22])[C:11]([C:24]2[CH:33]=[CH:32][C:27]([C:28]([O:30][CH3:31])=[O:29])=[CH:26][CH:25]=2)=[CH:10][CH2:9]3)[CH2:6][CH2:5]1.[CH:41]([CH:43]1[CH2:45][CH:44]1[C:46]([O:48][CH2:49][CH3:50])=[O:47])=O.C(O[BH-](OC(=O)C)OC(=O)C)(=O)C.[Na+], predict the reaction product. The product is: [CH2:49]([O:48][C:46]([CH:44]1[CH2:45][CH:43]1[CH2:41][NH:1][C@:2]12[CH2:37][CH2:36][C@@H:35]([C:38]([CH3:40])=[CH2:39])[C@@H:3]1[C@@H:4]1[C@@:17]([CH3:20])([CH2:18][CH2:19]2)[C@@:16]2([CH3:21])[C@@H:7]([C@:8]3([CH3:34])[C@@H:13]([CH2:14][CH2:15]2)[C:12]([CH3:22])([CH3:23])[C:11]([C:24]2[CH:25]=[CH:26][C:27]([C:28]([O:30][CH3:31])=[O:29])=[CH:32][CH:33]=2)=[CH:10][CH2:9]3)[CH2:6][CH2:5]1)=[O:47])[CH3:50]. (4) Given the reactants [CH2:1]([O:8][C:9](=[O:24])[C:10]1[CH:15]=[CH:14][C:13]([C:16](=[O:22])[NH:17][CH:18]([CH3:21])[CH2:19][OH:20])=[CH:12][C:11]=1[CH3:23])[C:2]1[CH:7]=[CH:6][CH:5]=[CH:4][CH:3]=1.CC(OI1(OC(C)=O)(OC(C)=O)OC(=O)C2C=CC=CC1=2)=O.C(=O)([O-])O.[Na+], predict the reaction product. The product is: [CH2:1]([O:8][C:9](=[O:24])[C:10]1[CH:15]=[CH:14][C:13]([C:16](=[O:22])[NH:17][CH:18]([CH3:21])[CH:19]=[O:20])=[CH:12][C:11]=1[CH3:23])[C:2]1[CH:7]=[CH:6][CH:5]=[CH:4][CH:3]=1. (5) Given the reactants [CH3:1][C:2]1([CH3:26])[N:5]([CH2:6][C:7]2[CH:12]=[CH:11][CH:10]=[CH:9][C:8]=2[S:13][CH3:14])[N:4]([CH:15]2[CH:22]3[CH2:23][CH:18]4[CH2:19][CH:20]([CH2:24][CH:16]2[CH2:17]4)[CH2:21]3)[C:3]1=[O:25].[OH2:27].[OH:28]O.O, predict the reaction product. The product is: [CH3:1][C:2]1([CH3:26])[N:5]([CH2:6][C:7]2[CH:12]=[CH:11][CH:10]=[CH:9][C:8]=2[S:13]([CH3:14])(=[O:28])=[O:27])[N:4]([CH:15]2[CH:16]3[CH2:17][CH:18]4[CH2:19][CH:20]([CH2:21][CH:22]2[CH2:23]4)[CH2:24]3)[C:3]1=[O:25]. (6) Given the reactants O.[NH2:2]N.[F:4][C:5]([F:15])([C:11]([F:14])([F:13])[F:12])[C:6](OCC)=O.C(O)(=O)C.[CH:20]([NH2:22])=[NH:21], predict the reaction product. The product is: [F:4][C:5]([F:15])([C:6]1[N:22]=[CH:20][NH:21][N:2]=1)[C:11]([F:14])([F:13])[F:12]. (7) Given the reactants [CH2:1]([N:8]1[C:13](=[O:14])[CH2:12][NH:11][C:10]2[N:15]=[CH:16][C:17](I)=[CH:18][C:9]1=2)[C:2]1[CH:7]=[CH:6][CH:5]=[CH:4][CH:3]=1.[C:20]([C:23]1[CH:28]=[CH:27][C:26](B(O)O)=[CH:25][CH:24]=1)(=[O:22])[NH2:21], predict the reaction product. The product is: [CH2:1]([N:8]1[C:13](=[O:14])[CH2:12][NH:11][C:10]2[N:15]=[CH:16][C:17]([C:26]3[CH:27]=[CH:28][C:23]([C:20]([NH2:21])=[O:22])=[CH:24][CH:25]=3)=[CH:18][C:9]1=2)[C:2]1[CH:7]=[CH:6][CH:5]=[CH:4][CH:3]=1.